Dataset: NCI-60 drug combinations with 297,098 pairs across 59 cell lines. Task: Regression. Given two drug SMILES strings and cell line genomic features, predict the synergy score measuring deviation from expected non-interaction effect. (1) Drug 1: CN(C)C1=NC(=NC(=N1)N(C)C)N(C)C. Drug 2: B(C(CC(C)C)NC(=O)C(CC1=CC=CC=C1)NC(=O)C2=NC=CN=C2)(O)O. Cell line: KM12. Synergy scores: CSS=19.2, Synergy_ZIP=-3.69, Synergy_Bliss=-4.27, Synergy_Loewe=-1.42, Synergy_HSA=-1.43. (2) Synergy scores: CSS=48.4, Synergy_ZIP=-1.47, Synergy_Bliss=-2.08, Synergy_Loewe=-10.5, Synergy_HSA=-0.210. Drug 2: C1=NC2=C(N1)C(=S)N=C(N2)N. Cell line: MOLT-4. Drug 1: CC1=CC2C(CCC3(C2CCC3(C(=O)C)OC(=O)C)C)C4(C1=CC(=O)CC4)C.